From a dataset of Peptide-MHC class I binding affinity with 185,985 pairs from IEDB/IMGT. Regression. Given a peptide amino acid sequence and an MHC pseudo amino acid sequence, predict their binding affinity value. This is MHC class I binding data. The peptide sequence is AGVWSQDKW. The MHC is HLA-B15:01 with pseudo-sequence HLA-B15:01. The binding affinity (normalized) is 0.0551.